The task is: Predict which catalyst facilitates the given reaction.. This data is from Catalyst prediction with 721,799 reactions and 888 catalyst types from USPTO. (1) Reactant: [Cl:1][C:2]1[C:10]2[C:9]([NH:11][NH2:12])=[N:8][CH:7]=[N:6][C:5]=2[S:4][CH:3]=1.C(O[C:16](OCC)(OCC)[CH2:17][CH3:18])C. Product: [Cl:1][C:2]1[C:10]2[C:9]3[N:8]([C:16]([CH2:17][CH3:18])=[N:12][N:11]=3)[CH:7]=[N:6][C:5]=2[S:4][CH:3]=1. The catalyst class is: 8. (2) Reactant: C[O:2][C:3]([C:5]1[S:9][C:8]([CH3:10])=[N:7][C:6]=1[C:11]1[CH:16]=[CH:15][C:14]([CH3:17])=[CH:13][CH:12]=1)=[O:4].[OH-].[K+].O. Product: [CH3:10][C:8]1[S:9][C:5]([C:3]([OH:4])=[O:2])=[C:6]([C:11]2[CH:12]=[CH:13][C:14]([CH3:17])=[CH:15][CH:16]=2)[N:7]=1. The catalyst class is: 8.